Dataset: Full USPTO retrosynthesis dataset with 1.9M reactions from patents (1976-2016). Task: Predict the reactants needed to synthesize the given product. Given the product [Cl:34][C:7]1[C:6]2[C:11](=[CH:12][C:3]([O:2][CH3:1])=[C:4]([C:14]3[N:15]=[N:16][C:17]([N:20]([CH3:31])[CH:21]4[CH2:26][C:25]([CH3:28])([CH3:27])[NH:24][C:23]([CH3:30])([CH3:29])[CH2:22]4)=[CH:18][CH:19]=3)[CH:5]=2)[N:10]=[CH:9][CH:8]=1, predict the reactants needed to synthesize it. The reactants are: [CH3:1][O:2][C:3]1[CH:12]=[C:11]2[C:6]([C:7](=O)[CH:8]=[CH:9][NH:10]2)=[CH:5][C:4]=1[C:14]1[N:15]=[N:16][C:17]([N:20]([CH3:31])[CH:21]2[CH2:26][C:25]([CH3:28])([CH3:27])[NH:24][C:23]([CH3:30])([CH3:29])[CH2:22]2)=[CH:18][CH:19]=1.P(Cl)(Cl)([Cl:34])=O.C([O-])([O-])=O.[K+].[K+].